Dataset: Peptide-MHC class I binding affinity with 185,985 pairs from IEDB/IMGT. Task: Regression. Given a peptide amino acid sequence and an MHC pseudo amino acid sequence, predict their binding affinity value. This is MHC class I binding data. (1) The peptide sequence is WTALMFAAY. The MHC is HLA-A02:11 with pseudo-sequence HLA-A02:11. The binding affinity (normalized) is 0.0847. (2) The peptide sequence is SIKMIYDLNA. The MHC is HLA-A02:02 with pseudo-sequence HLA-A02:02. The binding affinity (normalized) is 0.376. (3) The peptide sequence is KVIQYLAYV. The MHC is HLA-A68:02 with pseudo-sequence HLA-A68:02. The binding affinity (normalized) is 0.963. (4) The peptide sequence is SMKTVFQVF. The MHC is HLA-B15:01 with pseudo-sequence HLA-B15:01. The binding affinity (normalized) is 0.958. (5) The peptide sequence is ICPRTIPGI. The MHC is Mamu-A01 with pseudo-sequence Mamu-A01. The binding affinity (normalized) is 0.430.